From a dataset of Forward reaction prediction with 1.9M reactions from USPTO patents (1976-2016). Predict the product of the given reaction. (1) Given the reactants [Cl:1][C:2]1[CH:3]=[C:4]2[C:8](=[CH:9][CH:10]=1)[NH:7][CH:6]=[C:5]2[CH2:11][CH2:12][NH:13][C:14](=[O:23])[C:15]1[CH:20]=[CH:19][C:18]([CH2:21]Cl)=[CH:17][CH:16]=1.[C:24]1([CH3:33])[CH:29]=[CH:28][CH:27]=[CH:26][C:25]=1B(O)O.C(=O)([O-])[O-].[Na+].[Na+].[I-].[Na+], predict the reaction product. The product is: [Cl:1][C:2]1[CH:3]=[C:4]2[C:8](=[CH:9][CH:10]=1)[NH:7][CH:6]=[C:5]2[CH2:11][CH2:12][NH:13][C:14](=[O:23])[C:15]1[CH:20]=[CH:19][C:18]([CH2:21][C:25]2[CH:26]=[CH:27][CH:28]=[CH:29][C:24]=2[CH3:33])=[CH:17][CH:16]=1. (2) The product is: [O:30]1[C:34]2[CH:35]=[CH:36][CH:37]=[CH:38][C:33]=2[CH:32]=[C:31]1[CH:39]([OH:43])[CH2:40][N:41]([CH2:22][C:20]1[CH:21]=[C:12]2[C:11](=[O:27])[C:10]([C:8]([NH:7][CH2:6][C:5]3[CH:4]=[CH:3][C:2]([Cl:1])=[CH:29][CH:28]=3)=[O:9])=[CH:26][N:14]3[CH2:15][C:16](=[O:25])[N:17]([CH3:24])[C:18]([CH:19]=1)=[C:13]23)[CH3:42]. Given the reactants [Cl:1][C:2]1[CH:29]=[CH:28][C:5]([CH2:6][NH:7][C:8]([C:10]2[C:11](=[O:27])[C:12]3[C:13]4[N:14]([CH:26]=2)[CH2:15][C:16](=[O:25])[N:17]([CH3:24])[C:18]=4[CH:19]=[C:20]([CH2:22]Cl)[CH:21]=3)=[O:9])=[CH:4][CH:3]=1.[O:30]1[C:34]2[CH:35]=[CH:36][CH:37]=[CH:38][C:33]=2[CH:32]=[C:31]1[CH:39]([OH:43])[CH2:40][NH:41][CH3:42].CN(C=O)C.C(N(C(C)C)CC)(C)C, predict the reaction product. (3) Given the reactants Br[C:2]1[CH:11]=[CH:10][C:5]([C:6]([O:8][CH3:9])=[O:7])=[CH:4][C:3]=1[C:12]([O:14][CH3:15])=[O:13].[C:16](#[N:19])[CH:17]=[CH2:18].C1(CNCC2CCCCC2)CCCCC1.C(P(C(C)(C)C)C(C)(C)C)(C)(C)C, predict the reaction product. The product is: [C:16]([CH:17]=[CH:18][C:2]1[CH:11]=[CH:10][C:5]([C:6]([O:8][CH3:9])=[O:7])=[CH:4][C:3]=1[C:12]([O:14][CH3:15])=[O:13])#[N:19]. (4) Given the reactants FC(F)(F)S(O[C:7]1[CH:12]=[CH:11][C:10]([CH:13]2[O:17][CH2:16][CH2:15][O:14]2)=[CH:9][C:8]=1[N+:18]([O-:20])=[O:19])(=O)=O.[CH3:23][S-:24].[Na+].O, predict the reaction product. The product is: [CH3:23][S:24][C:7]1[CH:12]=[CH:11][C:10]([CH:13]2[O:14][CH2:15][CH2:16][O:17]2)=[CH:9][C:8]=1[N+:18]([O-:20])=[O:19]. (5) Given the reactants [Cl:1][C:2]1[CH:7]=[CH:6][C:5]([S:8]([C:11]23[CH2:26][CH2:25][CH:24]([O:27][CH2:28][CH2:29][OH:30])[CH2:23][CH:12]2[CH2:13][O:14][C:15]2[C:20]3=[C:19]([F:21])[CH:18]=[CH:17][C:16]=2[F:22])(=[O:10])=[O:9])=[CH:4][CH:3]=1.CCN(CC)CC.[CH3:38][S:39](Cl)(=[O:41])=[O:40], predict the reaction product. The product is: [Cl:1][C:2]1[CH:3]=[CH:4][C:5]([S:8]([C:11]23[CH2:26][CH2:25][CH:24]([O:27][CH2:28][CH2:29][O:30][S:39]([CH3:38])(=[O:41])=[O:40])[CH2:23][CH:12]2[CH2:13][O:14][C:15]2[C:20]3=[C:19]([F:21])[CH:18]=[CH:17][C:16]=2[F:22])(=[O:9])=[O:10])=[CH:6][CH:7]=1. (6) Given the reactants [CH2:1]([O:3][C:4](=[O:26])[CH2:5][C:6]1[C:14]2[C:9](=[CH:10][C:11](Br)=[CH:12][CH:13]=2)[N:8]([CH2:16][C:17]2[S:18][C:19]3[CH:25]=[CH:24][CH:23]=[CH:22][C:20]=3[N:21]=2)[CH:7]=1)[CH3:2].[N+:27]([C:30]1[CH:31]=[C:32](B2OC(C)(C)C(C)(C)O2)[CH:33]=[C:34]([N+:36]([O-:38])=[O:37])[CH:35]=1)([O-:29])=[O:28].[O-]P([O-])([O-])=O.[K+].[K+].[K+], predict the reaction product. The product is: [CH2:1]([O:3][C:4](=[O:26])[CH2:5][C:6]1[C:14]2[C:9](=[CH:10][C:11]([C:32]3[CH:31]=[C:30]([N+:27]([O-:29])=[O:28])[CH:35]=[C:34]([N+:36]([O-:38])=[O:37])[CH:33]=3)=[CH:12][CH:13]=2)[N:8]([CH2:16][C:17]2[S:18][C:19]3[CH:25]=[CH:24][CH:23]=[CH:22][C:20]=3[N:21]=2)[CH:7]=1)[CH3:2].